Dataset: NCI-60 drug combinations with 297,098 pairs across 59 cell lines. Task: Regression. Given two drug SMILES strings and cell line genomic features, predict the synergy score measuring deviation from expected non-interaction effect. (1) Drug 1: C1CC(C1)(C(=O)O)C(=O)O.[NH2-].[NH2-].[Pt+2]. Drug 2: CCN(CC)CCCC(C)NC1=C2C=C(C=CC2=NC3=C1C=CC(=C3)Cl)OC. Cell line: U251. Synergy scores: CSS=18.9, Synergy_ZIP=-2.29, Synergy_Bliss=2.06, Synergy_Loewe=-3.34, Synergy_HSA=3.50. (2) Cell line: OVCAR-8. Drug 2: CN(C(=O)NC(C=O)C(C(C(CO)O)O)O)N=O. Drug 1: CC1C(C(CC(O1)OC2CC(OC(C2O)C)OC3=CC4=CC5=C(C(=O)C(C(C5)C(C(=O)C(C(C)O)O)OC)OC6CC(C(C(O6)C)O)OC7CC(C(C(O7)C)O)OC8CC(C(C(O8)C)O)(C)O)C(=C4C(=C3C)O)O)O)O. Synergy scores: CSS=16.7, Synergy_ZIP=0.427, Synergy_Bliss=-1.16, Synergy_Loewe=-58.0, Synergy_HSA=-1.50. (3) Drug 1: CN1CCC(CC1)COC2=C(C=C3C(=C2)N=CN=C3NC4=C(C=C(C=C4)Br)F)OC. Drug 2: CS(=O)(=O)C1=CC(=C(C=C1)C(=O)NC2=CC(=C(C=C2)Cl)C3=CC=CC=N3)Cl. Cell line: OVCAR-5. Synergy scores: CSS=32.0, Synergy_ZIP=-7.65, Synergy_Bliss=2.48, Synergy_Loewe=-0.872, Synergy_HSA=3.35.